From a dataset of Reaction yield outcomes from USPTO patents with 853,638 reactions. Predict the reaction yield, written as a fraction of the theoretical maximum amount of product (1.0 means a 100% yield; for example, 0.34 means a 34% yield). The reactants are N[C:2]1[C:7]([NH2:8])=[C:6]([OH:9])[N:5]=[CH:4][N:3]=1.[C:10](=O)([O-])O.[Na+].[CH2:15]([O:19][C:20]1[CH:28]=[CH:27][C:23]([C:24](Cl)=[O:25])=[CH:22][C:21]=1[N+:29]([O-:31])=[O:30])[CH:16]([CH3:18])[CH3:17].CC(OCC1C2C(=CC=CC=2)C(COC(C)=O)=C2C=1C=CC=C2)=O.Cl. The catalyst is O.C(OCC)(=O)C. The product is [NH2:3][C:2]1[C:7]([NH:8][C:24](=[O:25])[C:23]2[CH:27]=[CH:28][C:20]([O:19][CH2:15][CH:16]([CH3:18])[CH3:17])=[C:21]([N+:29]([O-:31])=[O:30])[CH:22]=2)=[C:6]([OH:9])[N:5]=[CH:4][CH:10]=1. The yield is 0.690.